Dataset: M1 muscarinic receptor antagonist screen with 61,756 compounds. Task: Binary Classification. Given a drug SMILES string, predict its activity (active/inactive) in a high-throughput screening assay against a specified biological target. (1) The drug is O=c1n(Cc2cccnc2)c(=O)c2c(c3c1cccc3)cccc2. The result is 0 (inactive). (2) The compound is Brc1cc(S(=O)(=O)N2CCCC2)c(OC)cc1C. The result is 0 (inactive). (3) The compound is O=c1n(c2c(nc1c1c(N)cccc1)cccc2)CC(OCC)=O. The result is 0 (inactive). (4) The compound is S(=O)(=O)(NCCC(=O)N1CCN(CC1)c1ncccc1)c1cc2CCN(c2cc1)C(=O)CC. The result is 0 (inactive). (5) The compound is N(c1nc2c(cc1)cccc2)Cc1ncccc1. The result is 0 (inactive). (6) The molecule is O1C2(OCC1)c1c(N(C2=O)CCC(=O)c2ccccc2)cccc1. The result is 0 (inactive).